Task: Predict the reaction yield, written as a fraction of the theoretical maximum amount of product (1.0 means a 100% yield; for example, 0.34 means a 34% yield).. Dataset: Reaction yield outcomes from USPTO patents with 853,638 reactions (1) The reactants are [CH3:1][O:2][C:3]1[CH:4]=[C:5]([NH:9][C:10]2[N:19]=[CH:18][C:17]3[C:12](=[CH:13][C:14]([O:25][CH:26]4[CH2:31][CH2:30][NH:29][CH2:28][CH2:27]4)=[C:15]([C:20]4[S:21][CH:22]=[CH:23][N:24]=4)[CH:16]=3)[N:11]=2)[CH:6]=[CH:7][CH:8]=1.C=O.[C:34](O)(=O)C.[BH-](OC(C)=O)(OC(C)=O)OC(C)=O.[Na+]. The catalyst is CO. The product is [CH3:1][O:2][C:3]1[CH:4]=[C:5]([NH:9][C:10]2[N:19]=[CH:18][C:17]3[C:12](=[CH:13][C:14]([O:25][CH:26]4[CH2:31][CH2:30][N:29]([CH3:34])[CH2:28][CH2:27]4)=[C:15]([C:20]4[S:21][CH:22]=[CH:23][N:24]=4)[CH:16]=3)[N:11]=2)[CH:6]=[CH:7][CH:8]=1. The yield is 0.700. (2) The reactants are [NH2:1][CH2:2][C@H:3]1[CH2:7][CH2:6][N:5]([CH2:8][CH:9]([C:14]2[C:15]([F:26])=[CH:16][CH:17]=[C:18]3[C:23]=2[N:22]=[C:21]([O:24][CH3:25])[CH:20]=[CH:19]3)[C:10]([O:12][CH3:13])=[O:11])[CH2:4]1.C(N(CC)CC)C.[C:34](O[C:34]([O:36][C:37]([CH3:40])([CH3:39])[CH3:38])=[O:35])([O:36][C:37]([CH3:40])([CH3:39])[CH3:38])=[O:35].O. The catalyst is C(Cl)Cl. The product is [CH3:38][C:37]([O:36][C:34]([NH:1][CH2:2][C@H:3]1[CH2:7][CH2:6][N:5]([CH2:8][CH:9]([C:14]2[C:15]([F:26])=[CH:16][CH:17]=[C:18]3[C:23]=2[N:22]=[C:21]([O:24][CH3:25])[CH:20]=[CH:19]3)[C:10]([O:12][CH3:13])=[O:11])[CH2:4]1)=[O:35])([CH3:40])[CH3:39]. The yield is 0.870.